Dataset: M1 muscarinic receptor agonist screen with 61,833 compounds. Task: Binary Classification. Given a drug SMILES string, predict its activity (active/inactive) in a high-throughput screening assay against a specified biological target. (1) The drug is Clc1cc(NC(=O)c2cc3nc4n(CCCCC4)c(=O)c3cc2)ccc1. The result is 0 (inactive). (2) The drug is s1c2c(CC(OC2)(C)C)c2c1n1c(n(c2=O)C)nnc1SCc1cc2OCOc2cc1. The result is 0 (inactive). (3) The molecule is Clc1c(NC(=O)COC(=O)C23CC4(NC(=O)C)CC(C2)CC(C4)C3)ncc(Cl)c1C. The result is 0 (inactive).